Dataset: Catalyst prediction with 721,799 reactions and 888 catalyst types from USPTO. Task: Predict which catalyst facilitates the given reaction. (1) Reactant: [OH-].[Na+:2].C[O:4][C:5](=[O:41])[C@@H:6]([NH2:40])[C:7]1[CH:12]=[CH:11][C:10]([C:13]2[CH:18]=[CH:17][C:16]([C:19]([CH2:37][CH3:38])([C:22]3[CH:27]=[CH:26][C:25]([CH2:28][CH2:29][CH:30]([OH:35])[C:31]([CH3:34])([CH3:33])[CH3:32])=[C:24]([CH3:36])[CH:23]=3)[CH2:20][CH3:21])=[CH:15][C:14]=2[CH3:39])=[CH:9][CH:8]=1. Product: [NH2:40][C@@H:6]([C:7]1[CH:8]=[CH:9][C:10]([C:13]2[CH:18]=[CH:17][C:16]([C:19]([CH2:20][CH3:21])([C:22]3[CH:27]=[CH:26][C:25]([CH2:28][CH2:29][CH:30]([OH:35])[C:31]([CH3:32])([CH3:33])[CH3:34])=[C:24]([CH3:36])[CH:23]=3)[CH2:37][CH3:38])=[CH:15][C:14]=2[CH3:39])=[CH:11][CH:12]=1)[C:5]([O-:41])=[O:4].[Na+:2]. The catalyst class is: 5. (2) Reactant: [C:1]1([CH3:19])[CH:6]=[CH:5][CH:4]=[CH:3][C:2]=1[N:7]1[C:15]2[C:10](=[CH:11][CH:12]=[CH:13][CH:14]=2)[C:9]([C:16](O)=[O:17])=[CH:8]1.[NH2:20][CH2:21][C:22]1[C:23]([OH:30])=[N:24][C:25]([CH3:29])=[CH:26][C:27]=1[CH3:28].Cl.C([N:34]=C=NCCCN(C)C)C.ON1C2C=CC=CC=2N=N1.C(N(CC)CC)C. Product: [OH:30][C:23]1[C:22]([CH2:21][NH:20][C:16]([C:9]2[C:10]3[C:15](=[CH:14][CH:13]=[CH:12][CH:11]=3)[N:7]([C:2]3[CH:3]=[CH:4][CH:5]=[CH:6][C:1]=3[CH3:19])[CH:8]=2)=[O:17])=[C:27]([CH3:28])[CH:26]=[C:25]([CH3:29])[N:24]=1.[C:1]1([CH3:19])[CH:6]=[CH:5][CH:4]=[CH:3][C:2]=1[N:7]1[C:15]2[C:10](=[CH:11][CH:12]=[CH:13][CH:14]=2)[C:9]([C:16]([NH2:34])=[O:17])=[CH:8]1. The catalyst class is: 4.